Task: Predict the reactants needed to synthesize the given product.. Dataset: Full USPTO retrosynthesis dataset with 1.9M reactions from patents (1976-2016) (1) Given the product [NH2:25][C:14]1[N:13]=[C:12]([N:8]2[CH2:7][CH2:6][C:5]3[C:10](=[CH:11][C:2]([NH:34][C:32]([N:26]4[CH2:31][CH2:30][CH2:29][CH2:28][CH2:27]4)=[O:33])=[CH:3][CH:4]=3)[CH2:9]2)[CH:17]=[C:16]([N:18]2[CH2:19][CH2:20][N:21]([CH3:24])[CH2:22][CH2:23]2)[N:15]=1, predict the reactants needed to synthesize it. The reactants are: Br[C:2]1[CH:11]=[C:10]2[C:5]([CH2:6][CH2:7][N:8]([C:12]3[CH:17]=[C:16]([N:18]4[CH2:23][CH2:22][N:21]([CH3:24])[CH2:20][CH2:19]4)[N:15]=[C:14]([NH2:25])[N:13]=3)[CH2:9]2)=[CH:4][CH:3]=1.[N:26]1([C:32]([NH2:34])=[O:33])[CH2:31][CH2:30][CH2:29][CH2:28][CH2:27]1. (2) Given the product [OH:10][C:9]1[C:2]([O:1][CH3:11])=[C:3]([CH:6]=[CH:7][CH:8]=1)[CH:4]=[O:5], predict the reactants needed to synthesize it. The reactants are: [OH:1][C:2]1[C:9]([OH:10])=[CH:8][CH:7]=[CH:6][C:3]=1[CH:4]=[O:5].[C:11]([O-])([O-])=O.[K+].[K+].IC. (3) Given the product [CH3:14][Si:13]([CH3:16])([CH3:15])[CH2:12][CH2:11][O:10][CH2:9][N:8]([CH2:17][O:18][CH2:19][CH2:20][Si:21]([CH3:24])([CH3:23])[CH3:22])[C:6]1[N:5]2[N:25]=[CH:26][C:27]([C:28]3[CH:29]=[N:30][C:31]([C:34]4[CH:39]=[CH:38][CH:37]=[CH:36][CH:35]=4)=[CH:32][CH:33]=3)=[C:4]2[N:3]=[C:2]([N:43]2[CH2:42][CH2:41][N:40]([C:46]([O:48][C:49]([CH3:52])([CH3:51])[CH3:50])=[O:47])[CH2:45][CH2:44]2)[CH:7]=1, predict the reactants needed to synthesize it. The reactants are: Cl[C:2]1[CH:7]=[C:6]([N:8]([CH2:17][O:18][CH2:19][CH2:20][Si:21]([CH3:24])([CH3:23])[CH3:22])[CH2:9][O:10][CH2:11][CH2:12][Si:13]([CH3:16])([CH3:15])[CH3:14])[N:5]2[N:25]=[CH:26][C:27]([C:28]3[CH:29]=[N:30][C:31]([C:34]4[CH:39]=[CH:38][CH:37]=[CH:36][CH:35]=4)=[CH:32][CH:33]=3)=[C:4]2[N:3]=1.[N:40]1([C:46]([O:48][C:49]([CH3:52])([CH3:51])[CH3:50])=[O:47])[CH2:45][CH2:44][NH:43][CH2:42][CH2:41]1.C([O-])(O)=O.[Na+]. (4) Given the product [F:17][C:16]1[C:11]([CH2:10][C:9]([NH:8][C:4]2[CH:5]=[CH:6][CH:7]=[C:2]([B:23]3[O:24][C:25]([CH3:27])([CH3:26])[C:21]([CH3:37])([CH3:20])[O:22]3)[C:3]=2[CH3:19])=[O:18])=[N:12][CH:13]=[CH:14][CH:15]=1, predict the reactants needed to synthesize it. The reactants are: Br[C:2]1[C:3]([CH3:19])=[C:4]([NH:8][C:9](=[O:18])[CH2:10][C:11]2[C:16]([F:17])=[CH:15][CH:14]=[CH:13][N:12]=2)[CH:5]=[CH:6][CH:7]=1.[CH3:20][C:21]1([CH3:37])[C:25]([CH3:27])([CH3:26])[O:24][B:23]([B:23]2[O:24][C:25]([CH3:27])([CH3:26])[C:21]([CH3:37])([CH3:20])[O:22]2)[O:22]1.C([O-])(=O)C.[K+]. (5) Given the product [C:13]([C:15]1[N:16]=[C:17]([CH3:27])[N:18]([C:20]2[CH:25]=[CH:24][C:23]([F:26])=[CH:22][CH:21]=2)[CH:19]=1)#[CH:14], predict the reactants needed to synthesize it. The reactants are: COP(C(=[N+]=[N-])C(=O)C)(=O)OC.[C:13]([C:15]1[N:16]=[C:17]([CH3:27])[N:18]([C:20]2[CH:25]=[CH:24][C:23]([F:26])=[CH:22][CH:21]=2)[CH:19]=1)#[CH:14].C(=O)([O-])[O-].[K+].[K+].FC1C=CC(N2C=C(C=O)N=C2C)=CC=1.